Dataset: Peptide-MHC class II binding affinity with 134,281 pairs from IEDB. Task: Regression. Given a peptide amino acid sequence and an MHC pseudo amino acid sequence, predict their binding affinity value. This is MHC class II binding data. (1) The peptide sequence is GKVDTGVAVSRGTAK. The MHC is DRB1_0701 with pseudo-sequence DRB1_0701. The binding affinity (normalized) is 0.303. (2) The binding affinity (normalized) is 0.0109. The peptide sequence is KKEEKKESGDAASGA. The MHC is DRB1_0901 with pseudo-sequence DRB1_0901.